This data is from Catalyst prediction with 721,799 reactions and 888 catalyst types from USPTO. The task is: Predict which catalyst facilitates the given reaction. (1) Reactant: [C:1]([C:4]1[CH:9]=[CH:8][C:7]([S:10]([NH:13][CH2:14][C:15]([OH:17])=[O:16])(=[O:12])=[O:11])=[CH:6][CH:5]=1)(=[O:3])[CH3:2].[CH3:18][O:19][C:20]1[CH:27]=[C:26]([O:28][CH3:29])[C:25]([N:30]2[CH2:34][CH2:33][CH2:32][CH2:31]2)=[CH:24][C:21]=1[CH:22]=O.C[O-].[Li+]. Product: [CH3:18][O:19][C:20]1[CH:27]=[C:26]([O:28][CH3:29])[C:25]([N:30]2[CH2:34][CH2:33][CH2:32][CH2:31]2)=[CH:24][C:21]=1/[CH:22]=[CH:2]/[C:1]([C:4]1[CH:9]=[CH:8][C:7]([S:10]([NH:13][CH2:14][C:15]([OH:17])=[O:16])(=[O:12])=[O:11])=[CH:6][CH:5]=1)=[O:3]. The catalyst class is: 121. (2) Reactant: [F:1][C:2]1[C:7]([CH3:8])=[CH:6][C:5]([NH:9][C@H:10]([CH2:14][CH2:15][CH2:16][CH3:17])[C:11]([OH:13])=O)=[CH:4][C:3]=1[CH3:18].[C:19]([O:23][NH2:24])([CH3:22])([CH3:21])[CH3:20].C1C=CC2N(O)N=NC=2C=1.C[N+]1(C)[C@H]2CC3C=CC(O)=C4O[C@H]5[C@@H](O)C=C[C@@H]2[C@]5(C=34)CC1.CCN=C=NCCCN(C)C. Product: [C:19]([O:23][NH:24][C:11](=[O:13])[C@H:10]([NH:9][C:5]1[CH:4]=[C:3]([CH3:18])[C:2]([F:1])=[C:7]([CH3:8])[CH:6]=1)[CH2:14][CH2:15][CH2:16][CH3:17])([CH3:22])([CH3:21])[CH3:20]. The catalyst class is: 46. (3) Reactant: [CH3:1][N:2]([CH3:35])[CH2:3][CH2:4][N:5]1[CH:9]=[C:8]([C:10]2[NH:34][C:13]3[N:14]=[CH:15][N:16]=[C:17]([C:18]4[CH:32]=[CH:31][C:21]([CH2:22][NH:23]C(=O)OC(C)(C)C)=[C:20]([F:33])[CH:19]=4)[C:12]=3[CH:11]=2)[CH:7]=[N:6]1.C(O)(C(F)(F)F)=O. Product: [NH2:23][CH2:22][C:21]1[CH:31]=[CH:32][C:18]([C:17]2[C:12]3[CH:11]=[C:10]([C:8]4[CH:7]=[N:6][N:5]([CH2:4][CH2:3][N:2]([CH3:1])[CH3:35])[CH:9]=4)[NH:34][C:13]=3[N:14]=[CH:15][N:16]=2)=[CH:19][C:20]=1[F:33]. The catalyst class is: 2. (4) Reactant: [NH2:1][C:2]1[CH:18]=[CH:17][C:16]([Br:19])=[CH:15][C:3]=1[C:4]([NH:6][CH:7]1[CH2:12][CH2:11][C:10](=[O:13])[NH:9][C:8]1=[O:14])=[O:5].[CH:20](OC)(OC)OC.C1(C)C=CC(S(O)(=O)=O)=CC=1.O. Product: [Br:19][C:16]1[CH:15]=[C:3]2[C:2](=[CH:18][CH:17]=1)[N:1]=[CH:20][N:6]([CH:7]1[CH2:12][CH2:11][C:10](=[O:13])[NH:9][C:8]1=[O:14])[C:4]2=[O:5]. The catalyst class is: 10. (5) Reactant: [C:1]([O:5][C:6]([C:8]1[CH:13]=[CH:12][CH:11]=[CH:10][C:9]=1[C:14]1[CH:19]=[CH:18][N:17]=[C:16]([C:20](O)=[O:21])[CH:15]=1)=[O:7])([CH3:4])([CH3:3])[CH3:2].[CH2:23]([O:25][C:26](=[O:39])[C@H:27]([OH:38])[C@H:28]([NH2:37])[CH2:29][C:30]1[CH:35]=[CH:34][CH:33]=[CH:32][C:31]=1[Cl:36])[CH3:24].CCN(C(C)C)C(C)C.CN(C(ON1N=NC2C=CC=NC1=2)=[N+](C)C)C.F[P-](F)(F)(F)(F)F. Product: [C:1]([O:5][C:6](=[O:7])[C:8]1[CH:13]=[CH:12][CH:11]=[CH:10][C:9]=1[C:14]1[CH:19]=[CH:18][N:17]=[C:16]([C:20](=[O:21])[NH:37][C@H:28]([CH2:29][C:30]2[CH:35]=[CH:34][CH:33]=[CH:32][C:31]=2[Cl:36])[C@H:27]([C:26]([O:25][CH2:23][CH3:24])=[O:39])[OH:38])[CH:15]=1)([CH3:3])([CH3:2])[CH3:4]. The catalyst class is: 2. (6) Reactant: C[O-].[Na+].[C:4](OC(C)(C)C)(=O)C.C(O[C:15]([C:17]1[CH:18]=[C:19]2[CH:25]=[CH:24][O:23][C:20]2=[CH:21][N:22]=1)=[O:16])C.C(O)(=O)C.Cl. Product: [C:15]([C:17]1[CH:18]=[C:19]2[CH:25]=[CH:24][O:23][C:20]2=[CH:21][N:22]=1)(=[O:16])[CH3:4]. The catalyst class is: 11.